From a dataset of Reaction yield outcomes from USPTO patents with 853,638 reactions. Predict the reaction yield, written as a fraction of the theoretical maximum amount of product (1.0 means a 100% yield; for example, 0.34 means a 34% yield). (1) The catalyst is CS(C)=O.CCOC(C)=O. The reactants are N1C=CC=CC=1.[C:7]1([N:17]2[C:21](=[S:22])[N:20]=[N:19][NH:18]2)[C:16]2[C:11](=[CH:12][CH:13]=[CH:14][CH:15]=2)[CH:10]=[CH:9][CH:8]=1.Br[CH2:24][C:25]([O:27]C)=[O:26]. The product is [C:7]1([N:17]2[C:21]([S:22][CH2:24][C:25]([OH:27])=[O:26])=[N:20][N:19]=[N:18]2)[C:16]2[C:11](=[CH:12][CH:13]=[CH:14][CH:15]=2)[CH:10]=[CH:9][CH:8]=1. The yield is 0.920. (2) The reactants are [CH2:1]([O:3][C:4]1[CH:5]=[C:6]2[C:11](=[C:12]3[CH2:16][C:15]([CH3:18])([CH3:17])[O:14][C:13]=13)[C:10]([C:19]1[CH:24]=[CH:23][CH:22]=[CH:21][CH:20]=1)=[N:9][C:8]([CH3:28])([CH2:25][C:26]#[N:27])[CH2:7]2)[CH3:2].[OH-:29].[Na+].O.OO.O. The yield is 0.720. The catalyst is CO. The product is [CH2:1]([O:3][C:4]1[CH:5]=[C:6]2[C:11](=[C:12]3[CH2:16][C:15]([CH3:18])([CH3:17])[O:14][C:13]=13)[C:10]([C:19]1[CH:24]=[CH:23][CH:22]=[CH:21][CH:20]=1)=[N:9][C:8]([CH3:28])([CH2:25][C:26]([NH2:27])=[O:29])[CH2:7]2)[CH3:2].